This data is from Reaction yield outcomes from USPTO patents with 853,638 reactions. The task is: Predict the reaction yield, written as a fraction of the theoretical maximum amount of product (1.0 means a 100% yield; for example, 0.34 means a 34% yield). (1) The reactants are Br[C:2]1[N:6]([S:7]([C:10]2[CH:11]=[N:12][CH:13]=[CH:14][CH:15]=2)(=[O:9])=[O:8])[CH:5]=[C:4]([CH2:16][N:17]([CH3:25])[C:18](=[O:24])[O:19][C:20]([CH3:23])([CH3:22])[CH3:21])[CH:3]=1.[S:26]1[CH:30]=[CH:29][C:28](B(O)O)=[CH:27]1.C(=O)([O-])[O-].[Na+].[Na+]. The catalyst is COCCOC.O.C1C=CC([P]([Pd]([P](C2C=CC=CC=2)(C2C=CC=CC=2)C2C=CC=CC=2)([P](C2C=CC=CC=2)(C2C=CC=CC=2)C2C=CC=CC=2)[P](C2C=CC=CC=2)(C2C=CC=CC=2)C2C=CC=CC=2)(C2C=CC=CC=2)C2C=CC=CC=2)=CC=1. The product is [CH3:25][N:17]([CH2:16][C:4]1[CH:3]=[C:2]([C:28]2[CH:29]=[CH:30][S:26][CH:27]=2)[N:6]([S:7]([C:10]2[CH:11]=[N:12][CH:13]=[CH:14][CH:15]=2)(=[O:9])=[O:8])[CH:5]=1)[C:18](=[O:24])[O:19][C:20]([CH3:23])([CH3:22])[CH3:21]. The yield is 0.810. (2) The product is [Br:1][C:2]1[C:3]([CH3:14])=[C:4]2[C:9](=[C:10]([CH3:12])[CH:11]=1)[S:8][CH2:7][CH2:6][CH:5]2[OH:13]. The yield is 0.950. The reactants are [Br:1][C:2]1[C:3]([CH3:14])=[C:4]2[C:9](=[C:10]([CH3:12])[CH:11]=1)[S:8][CH2:7][CH2:6][C:5]2=[O:13].[BH4-].[Na+].Cl. The catalyst is CO.